From a dataset of Catalyst prediction with 721,799 reactions and 888 catalyst types from USPTO. Predict which catalyst facilitates the given reaction. Reactant: [Br:1][C:2]1[CH:3]=[C:4]([S:12](Cl)(=[O:14])=[O:13])[CH:5]=[C:6]([C:8]([F:11])([F:10])[F:9])[CH:7]=1.[CH3:16][NH2:17]. Product: [Br:1][C:2]1[CH:3]=[C:4]([S:12]([NH:17][CH3:16])(=[O:14])=[O:13])[CH:5]=[C:6]([C:8]([F:11])([F:10])[F:9])[CH:7]=1. The catalyst class is: 155.